Dataset: HIV replication inhibition screening data with 41,000+ compounds from the AIDS Antiviral Screen. Task: Binary Classification. Given a drug SMILES string, predict its activity (active/inactive) in a high-throughput screening assay against a specified biological target. The result is 0 (inactive). The compound is CC(C)(C)C1CCC(O)(c2ccccc2)CC1.CC(C)(C)C1CCC(O)(c2ccccc2)CC1.